Dataset: Reaction yield outcomes from USPTO patents with 853,638 reactions. Task: Predict the reaction yield, written as a fraction of the theoretical maximum amount of product (1.0 means a 100% yield; for example, 0.34 means a 34% yield). The reactants are [C:1]1([CH3:15])[CH:6]=[CH:5][C:4]([O:7][C:8]2[CH:13]=[CH:12][C:11]([OH:14])=[CH:10][CH:9]=2)=[CH:3][CH:2]=1.[H-].[Na+].[C:18]([O:22][C:23]([N:25]1[CH2:29][CH2:28][CH2:27][C@H:26]1[CH2:30]OS(C1C=CC(C)=CC=1)(=O)=O)=[O:24])([CH3:21])([CH3:20])[CH3:19]. The catalyst is CN(C)C=O. The product is [C:18]([O:22][C:23]([N:25]1[CH2:29][CH2:28][CH2:27][C@H:26]1[CH2:30][O:14][C:11]1[CH:12]=[CH:13][C:8]([O:7][C:4]2[CH:3]=[CH:2][C:1]([CH3:15])=[CH:6][CH:5]=2)=[CH:9][CH:10]=1)=[O:24])([CH3:21])([CH3:19])[CH3:20]. The yield is 0.790.